From a dataset of Forward reaction prediction with 1.9M reactions from USPTO patents (1976-2016). Predict the product of the given reaction. (1) Given the reactants [H-].[Na+].[OH:3][C:4]1[CH:5]=[C:6]([CH:12]=[C:13]([OH:16])[C:14]=1[I:15])[C:7]([O:9][CH2:10][CH3:11])=[O:8].CN(C=O)C.[CH2:22](Br)[C:23]1[CH:28]=[CH:27][CH:26]=[CH:25][CH:24]=1, predict the reaction product. The product is: [CH2:22]([O:3][C:4]1[CH:5]=[C:6]([CH:12]=[C:13]([OH:16])[C:14]=1[I:15])[C:7]([O:9][CH2:10][CH3:11])=[O:8])[C:23]1[CH:28]=[CH:27][CH:26]=[CH:25][CH:24]=1. (2) Given the reactants I[CH:2]([CH2:4][CH2:5][CH2:6][CH3:7])[CH3:3].[NH2:8][C:9]1[CH:14]=[CH:13][CH:12]=[CH:11][C:10]=1[OH:15], predict the reaction product. The product is: [CH3:3][CH:2]([NH:8][C:9]1[CH:14]=[CH:13][CH:12]=[CH:11][C:10]=1[OH:15])[CH2:4][CH2:5][CH2:6][CH3:7]. (3) Given the reactants [Cl:1][C:2]1[C:3]([O:30][CH3:31])=[C:4](/[C:17](/[CH3:29])=[CH:18]\[CH:19]=[CH:20]\[C:21](\[CH3:28])=[CH:22]\[C:23]([O:25]CC)=[O:24])[CH:5]=[C:6]2[C:11]=1[O:10][C:9]([CH3:13])([CH3:12])[CH:8]=[C:7]2[CH:14]([CH3:16])[CH3:15].[OH-].[Na+], predict the reaction product. The product is: [Cl:1][C:2]1[C:3]([O:30][CH3:31])=[C:4](/[C:17](/[CH3:29])=[CH:18]\[CH:19]=[CH:20]\[C:21](\[CH3:28])=[CH:22]\[C:23]([OH:25])=[O:24])[CH:5]=[C:6]2[C:11]=1[O:10][C:9]([CH3:12])([CH3:13])[CH:8]=[C:7]2[CH:14]([CH3:16])[CH3:15]. (4) Given the reactants [C:1]1([CH3:11])[CH:6]=[CH:5][C:4]([S:7](Cl)(=[O:9])=[O:8])=[CH:3][CH:2]=1.[F:12][C:13]1[CH:21]=[C:20]2[C:16]([CH2:17][CH2:18][NH:19]2)=[CH:15][CH:14]=1.[NH4+].[Cl-], predict the reaction product. The product is: [F:12][C:13]1[CH:21]=[C:20]2[C:16]([CH2:17][CH2:18][N:19]2[S:7]([C:4]2[CH:5]=[CH:6][C:1]([CH3:11])=[CH:2][CH:3]=2)(=[O:9])=[O:8])=[CH:15][CH:14]=1. (5) Given the reactants Cl[C:2]1[C:7](=[O:8])[N:6]([CH3:9])[CH:5]=[C:4]([N:10]2[C:17](=[O:18])[C:16]3[C:12](=[N:13][NH:14][C:15]=3[CH3:19])[CH:11]2[C:20]2[CH:25]=[CH:24][C:23]([Cl:26])=[CH:22][CH:21]=2)[CH:3]=1.[F:27][C:28]1[C:33](B(O)O)=[CH:32][CH:31]=[CH:30][N:29]=1.[CH3:37]COC(C)=O.CO, predict the reaction product. The product is: [Cl:26][C:23]1[CH:24]=[CH:25][C:20]([CH:11]2[C:12]3[N:13]([C:33]4[C:28]([F:27])=[N:29][CH:30]=[CH:31][CH:32]=4)[N:14]=[C:15]([CH3:19])[C:16]=3[C:17](=[O:18])[N:10]2[C:4]2[CH:3]=[C:2]([CH3:37])[C:7](=[O:8])[N:6]([CH3:9])[CH:5]=2)=[CH:21][CH:22]=1. (6) Given the reactants C[O:2][C:3](=[O:29])[CH2:4][C:5]1[CH:10]=[CH:9][C:8]([CH3:11])=[C:7]([O:12][CH2:13][CH2:14][N:15]2[CH:20]([CH3:21])[CH2:19][N:18]([C:22]3[S:23][C:24]([Br:27])=[CH:25][N:26]=3)[CH2:17][CH:16]2[CH3:28])[CH:6]=1.[OH-].[Na+].CO.O1CCCC1, predict the reaction product. The product is: [Br:27][C:24]1[S:23][C:22]([N:18]2[CH2:19][CH:20]([CH3:21])[N:15]([CH2:14][CH2:13][O:12][C:7]3[CH:6]=[C:5]([CH2:4][C:3]([OH:29])=[O:2])[CH:10]=[CH:9][C:8]=3[CH3:11])[CH:16]([CH3:28])[CH2:17]2)=[N:26][CH:25]=1. (7) Given the reactants I[C:2]1[C:3]([CH:16]([OH:18])[CH3:17])=[N:4][N:5]([CH2:7][C:8]2[CH:13]=[CH:12][C:11]([O:14][CH3:15])=[CH:10][CH:9]=2)[CH:6]=1.C(O[B:23]1[O:27][C:26]([CH3:29])([CH3:28])[C:25]([CH3:31])([CH3:30])[O:24]1)(C)C.[Li]C, predict the reaction product. The product is: [CH3:15][O:14][C:11]1[CH:12]=[CH:13][C:8]([CH2:7][N:5]2[CH:6]=[C:2]([B:23]3[O:27][C:26]([CH3:29])([CH3:28])[C:25]([CH3:31])([CH3:30])[O:24]3)[C:3]([CH:16]([OH:18])[CH3:17])=[N:4]2)=[CH:9][CH:10]=1.